This data is from Forward reaction prediction with 1.9M reactions from USPTO patents (1976-2016). The task is: Predict the product of the given reaction. (1) Given the reactants N1[C:10]2[C:5](=[CH:6][CH:7]=[CH:8][CH:9]=2)[C:4](N)=NC=1.N1[CH:13]=[CH:14]N2C=C(B(O)O)C=CC=12.[N:24]1[CH:25]=[CH:26][N:27]2[CH:32]=[C:31]([C:33]3[N:42]=[C:41]([NH:43][CH2:44][CH:45](C4C=CC=CC=4)[C:46]4N[CH:48]=[CH:49][CH:50]=4)[C:40]4[C:35](=[CH:36][CH:37]=[CH:38][CH:39]=4)[N:34]=3)[CH:30]=[CH:29][C:28]=12, predict the reaction product. The product is: [C:46]1([CH:45]([CH2:4][C:5]2[CH:10]=[CH:9][CH:8]=[CH:7][CH:6]=2)[CH2:44][NH:43][C:41]2[C:40]3[C:35](=[CH:36][CH:37]=[CH:38][CH:39]=3)[N:34]=[C:33]([C:31]3[CH:30]=[CH:29][C:28]4[N:27]([CH:26]=[CH:25][N:24]=4)[CH:32]=3)[N:42]=2)[CH:50]=[CH:49][CH:48]=[CH:14][CH:13]=1. (2) Given the reactants C1(C)C=CC=CC=1.[F:8][C:9]([F:13])([F:12])[CH:10]=[CH2:11].[SH:14][CH2:15][CH2:16][C:17]([OH:19])=[O:18].COC(OC)(C1C=CC=CC=1)C(C1C=CC=CC=1)=O, predict the reaction product. The product is: [F:8][C:9]([F:13])([F:12])[CH2:10][CH2:11][S:14][CH2:15][CH2:16][C:17]([OH:19])=[O:18]. (3) Given the reactants [OH:1][C:2]1[CH:7]=[CH:6][C:5]([C:8]([C:17]2[CH:22]=[CH:21][C:20]([OH:23])=[CH:19][CH:18]=2)([C:10]2[CH:15]=[CH:14][C:13]([OH:16])=[CH:12][CH:11]=2)[CH3:9])=[CH:4][CH:3]=1.[I-].[K+].C1(=O)[O:30][CH2:29][CH2:28]O1, predict the reaction product. The product is: [OH:1][CH2:2][CH2:3][O:1][C:2]1[CH:7]=[CH:6][C:5]([C:8]([C:10]2[CH:15]=[CH:14][C:13]([O:16][CH2:28][CH2:29][OH:30])=[CH:12][CH:11]=2)([C:17]2[CH:18]=[CH:19][C:20]([O:23][CH2:12][CH2:13][OH:16])=[CH:21][CH:22]=2)[CH3:9])=[CH:4][CH:3]=1. (4) The product is: [CH3:11][S:8]([C:5]1[CH:6]=[CH:7][C:2]([O:35][C:32]([CH3:34])([CH3:33])[C:31]([F:37])([F:36])[F:30])=[C:3]([C:12]([N:14]2[CH2:19][CH2:18][N:17]([C:20]3[CH:25]=[CH:24][C:23]([C:26]([F:27])([F:28])[F:29])=[CH:22][N:21]=3)[CH2:16][CH2:15]2)=[O:13])[CH:4]=1)(=[O:10])=[O:9]. Given the reactants F[C:2]1[CH:7]=[CH:6][C:5]([S:8]([CH3:11])(=[O:10])=[O:9])=[CH:4][C:3]=1[C:12]([N:14]1[CH2:19][CH2:18][N:17]([C:20]2[CH:25]=[CH:24][C:23]([C:26]([F:29])([F:28])[F:27])=[CH:22][N:21]=2)[CH2:16][CH2:15]1)=[O:13].[F:30][C:31]([F:37])([F:36])[C:32]([OH:35])([CH3:34])[CH3:33].C(=O)([O-])[O-].[K+].[K+].C(=O)([O-])[O-].[Cs+].[Cs+], predict the reaction product. (5) Given the reactants Br[C:2]1[C:7]([N:8]2[CH2:14][CH2:13][C:12](=[O:15])[NH:11][CH2:10][CH2:9]2)=[CH:6][CH:5]=[C:4]([O:16][CH3:17])[N:3]=1.[CH3:18][N:19]([CH3:29])[C:20]1[CH:25]=[CH:24][C:23](B(O)O)=[CH:22][CH:21]=1.C(=O)([O-])[O-].[Na+].[Na+].C1(C)C=CC=CC=1, predict the reaction product. The product is: [CH3:18][N:19]([CH3:29])[C:20]1[CH:25]=[CH:24][C:23]([C:2]2[C:7]([N:8]3[CH2:14][CH2:13][C:12](=[O:15])[NH:11][CH2:10][CH2:9]3)=[CH:6][CH:5]=[C:4]([O:16][CH3:17])[N:3]=2)=[CH:22][CH:21]=1. (6) Given the reactants Cl.[NH2:2][C:3]1([CH:7]2[CH2:11][CH2:10][N:9]([CH2:12][C@@H:13]([C:15]3[C:16]([CH3:25])=[C:17]4[C:21](=[CH:22][CH:23]=3)[C:20](=[O:24])[O:19][CH2:18]4)[OH:14])[CH2:8]2)[CH2:6][CH2:5][CH2:4]1.[N:26]1([C:31]2[CH:39]=[CH:38][C:34]([C:35](O)=[O:36])=[CH:33][N:32]=2)[CH:30]=[N:29][N:28]=[N:27]1, predict the reaction product. The product is: [OH:14][C@H:13]([C:15]1[C:16]([CH3:25])=[C:17]2[C:21](=[CH:22][CH:23]=1)[C:20](=[O:24])[O:19][CH2:18]2)[CH2:12][N:9]1[CH2:10][CH2:11][CH:7]([C:3]2([NH:2][C:35](=[O:36])[C:34]3[CH:38]=[CH:39][C:31]([N:26]4[CH:30]=[N:29][N:28]=[N:27]4)=[N:32][CH:33]=3)[CH2:4][CH2:5][CH2:6]2)[CH2:8]1. (7) Given the reactants [F:1][C:2]1[CH:9]=[CH:8][C:5]([C:6]#[N:7])=[C:4]([S:10][CH3:11])[CH:3]=1.S(C)C.CO.Cl, predict the reaction product. The product is: [F:1][C:2]1[CH:9]=[CH:8][C:5]([CH2:6][NH2:7])=[C:4]([S:10][CH3:11])[CH:3]=1.